This data is from Blood-brain barrier permeability classification from the B3DB database. The task is: Regression/Classification. Given a drug SMILES string, predict its absorption, distribution, metabolism, or excretion properties. Task type varies by dataset: regression for continuous measurements (e.g., permeability, clearance, half-life) or binary classification for categorical outcomes (e.g., BBB penetration, CYP inhibition). Dataset: b3db_classification. The compound is CC(=O)OCC(=O)C1(O)C(OC(C)=O)CC2C3CCC4=CC(=O)C=CC4(C)C3(F)C(O)CC21C. The result is 1 (penetrates BBB).